Dataset: Protein-peptide binding for MDM2, ACE2, and 12ca5 with 34 validated binders. Task: Binary Classification. Given protein and peptide amino acid sequences, predict whether they interact or not. (1) The protein target is ACE2 with sequence MSSSSWLLLSLVAVTAAQSTIEEQAKTFLDKFNHEAEDLFYQSSLASWNYNTNITEENVQNMNNAGDKWSAFLKEQSTLAQMYPLQEIQNLTVKLQLQALQQNGSSVLSEDKSKRLNTILNTMSTIYSTGKVCNPDNPQECLLLEPGLNEIMANSLDYNERLWAWESWRSEVGKQLRPLYEEYVVLKNEMARANHYEDYGDYWRGDYEVNGVDGYDYSRGQLIEDVEHTFEEIKPLYEHLHAYVRAKLMNAYPSYISPIGCLPAHLLGDMWGRFWTNLYSLTVPFGQKPNIDVTDAMVDQAWDAQRIFKEAEKFFVSVGLPNMTQGFWENSMLTDPGNVQKAVCHPTAWDLGKGDFRILMCTKVTMDDFLTAHHEMGHIQYDMAYAAQPFLLRNGANEGFHEAVGEIMSLSAATPKHLKSIGLLSPDFQEDNETEINFLLKQALTIVGTLPFTYMLEKWRWMVFKGEIPKDQWMKKWWEMKREIVGVVEPVPHDETYCDP.... The peptide is NKFKNWNTWVGGK. (2) The protein target is MDM2 with sequence MCNTNMSVPTDGAVTTSQIPASEQETLVRPKPLLLKLLKSVGAQKDTYTMKEVLFYLGQYIMTKRLYDEKQQHIVYCSNDLLGDLFGVPSFSVKEHRKIYTMIYRNLVVVNQQESSDSGTSVSENRCHLEGGSDQKDLVQELQEEKPSSSHLVSRPSTSSRRRAISETEENSDELSGERQRKRHKSDSISLSFDESLALCVIREICCERSSSSESTGTPSNPDLDAGVSEHSGDWLDQDSVSDQFSVEFEVESLDSEDYSLSEEGQELSDEDDEVYQVTVYQAGESDTDSFEEDPEISLADYWKCTSCNEMNPPLPSHCNRCWALRENWLPEDKGKDKGEISEKAKLENSTQAEEGFDVPDCKKTIVNDSRESCVEENDDKITQASQSQESEDYSQPSTSSSIIYSSQEDVKEFEREETQDKEESVESSLPLNAIEPCVICQGRPKNGCIVHGKTGHLMACFTCAKKLKKRNKPCPVCRQPIQMIVLTYFP. The peptide is AAFAAYWAALAPK. (3) The protein target is MDM2 with sequence MCNTNMSVPTDGAVTTSQIPASEQETLVRPKPLLLKLLKSVGAQKDTYTMKEVLFYLGQYIMTKRLYDEKQQHIVYCSNDLLGDLFGVPSFSVKEHRKIYTMIYRNLVVVNQQESSDSGTSVSENRCHLEGGSDQKDLVQELQEEKPSSSHLVSRPSTSSRRRAISETEENSDELSGERQRKRHKSDSISLSFDESLALCVIREICCERSSSSESTGTPSNPDLDAGVSEHSGDWLDQDSVSDQFSVEFEVESLDSEDYSLSEEGQELSDEDDEVYQVTVYQAGESDTDSFEEDPEISLADYWKCTSCNEMNPPLPSHCNRCWALRENWLPEDKGKDKGEISEKAKLENSTQAEEGFDVPDCKKTIVNDSRESCVEENDDKITQASQSQESEDYSQPSTSSSIIYSSQEDVKEFEREETQDKEESVESSLPLNAIEPCVICQGRPKNGCIVHGKTGHLMACFTCAKKLKKRNKPCPVCRQPIQMIVLTYFP. The peptide is TSFAEYWNLLSP. The binding affinity (KD) is 7.70 nM. (4) The protein target is ACE2 with sequence MSSSSWLLLSLVAVTAAQSTIEEQAKTFLDKFNHEAEDLFYQSSLASWNYNTNITEENVQNMNNAGDKWSAFLKEQSTLAQMYPLQEIQNLTVKLQLQALQQNGSSVLSEDKSKRLNTILNTMSTIYSTGKVCNPDNPQECLLLEPGLNEIMANSLDYNERLWAWESWRSEVGKQLRPLYEEYVVLKNEMARANHYEDYGDYWRGDYEVNGVDGYDYSRGQLIEDVEHTFEEIKPLYEHLHAYVRAKLMNAYPSYISPIGCLPAHLLGDMWGRFWTNLYSLTVPFGQKPNIDVTDAMVDQAWDAQRIFKEAEKFFVSVGLPNMTQGFWENSMLTDPGNVQKAVCHPTAWDLGKGDFRILMCTKVTMDDFLTAHHEMGHIQYDMAYAAQPFLLRNGANEGFHEAVGEIMSLSAATPKHLKSIGLLSPDFQEDNETEINFLLKQALTIVGTLPFTYMLEKWRWMVFKGEIPKDQWMKKWWEMKREIVGVVEPVPHDETYCDP.... The peptide is LHFAKWNHVWSWK. The binding affinity (KD) is 57.0 nM. (5) The protein target is MDM2 with sequence MCNTNMSVPTDGAVTTSQIPASEQETLVRPKPLLLKLLKSVGAQKDTYTMKEVLFYLGQYIMTKRLYDEKQQHIVYCSNDLLGDLFGVPSFSVKEHRKIYTMIYRNLVVVNQQESSDSGTSVSENRCHLEGGSDQKDLVQELQEEKPSSSHLVSRPSTSSRRRAISETEENSDELSGERQRKRHKSDSISLSFDESLALCVIREICCERSSSSESTGTPSNPDLDAGVSEHSGDWLDQDSVSDQFSVEFEVESLDSEDYSLSEEGQELSDEDDEVYQVTVYQAGESDTDSFEEDPEISLADYWKCTSCNEMNPPLPSHCNRCWALRENWLPEDKGKDKGEISEKAKLENSTQAEEGFDVPDCKKTIVNDSRESCVEENDDKITQASQSQESEDYSQPSTSSSIIYSSQEDVKEFEREETQDKEESVESSLPLNAIEPCVICQGRPKNGCIVHGKTGHLMACFTCAKKLKKRNKPCPVCRQPIQMIVLTYFP. The peptide is AAAAAYWALAAPK. (6) The peptide is LKVKYMWDYLFGK. The binding affinity (KD) is 58.0 nM. The protein target is ACE2 with sequence MSSSSWLLLSLVAVTAAQSTIEEQAKTFLDKFNHEAEDLFYQSSLASWNYNTNITEENVQNMNNAGDKWSAFLKEQSTLAQMYPLQEIQNLTVKLQLQALQQNGSSVLSEDKSKRLNTILNTMSTIYSTGKVCNPDNPQECLLLEPGLNEIMANSLDYNERLWAWESWRSEVGKQLRPLYEEYVVLKNEMARANHYEDYGDYWRGDYEVNGVDGYDYSRGQLIEDVEHTFEEIKPLYEHLHAYVRAKLMNAYPSYISPIGCLPAHLLGDMWGRFWTNLYSLTVPFGQKPNIDVTDAMVDQAWDAQRIFKEAEKFFVSVGLPNMTQGFWENSMLTDPGNVQKAVCHPTAWDLGKGDFRILMCTKVTMDDFLTAHHEMGHIQYDMAYAAQPFLLRNGANEGFHEAVGEIMSLSAATPKHLKSIGLLSPDFQEDNETEINFLLKQALTIVGTLPFTYMLEKWRWMVFKGEIPKDQWMKKWWEMKREIVGVVEPVPHDETYCDP.... (7) The protein target is MDM2 with sequence MCNTNMSVPTDGAVTTSQIPASEQETLVRPKPLLLKLLKSVGAQKDTYTMKEVLFYLGQYIMTKRLYDEKQQHIVYCSNDLLGDLFGVPSFSVKEHRKIYTMIYRNLVVVNQQESSDSGTSVSENRCHLEGGSDQKDLVQELQEEKPSSSHLVSRPSTSSRRRAISETEENSDELSGERQRKRHKSDSISLSFDESLALCVIREICCERSSSSESTGTPSNPDLDAGVSEHSGDWLDQDSVSDQFSVEFEVESLDSEDYSLSEEGQELSDEDDEVYQVTVYQAGESDTDSFEEDPEISLADYWKCTSCNEMNPPLPSHCNRCWALRENWLPEDKGKDKGEISEKAKLENSTQAEEGFDVPDCKKTIVNDSRESCVEENDDKITQASQSQESEDYSQPSTSSSIIYSSQEDVKEFEREETQDKEESVESSLPLNAIEPCVICQGRPKNGCIVHGKTGHLMACFTCAKKLKKRNKPCPVCRQPIQMIVLTYFP. The peptide is TAFAEYWAALSAK. The binding affinity (KD) is 1.00 nM.